From a dataset of Catalyst prediction with 721,799 reactions and 888 catalyst types from USPTO. Predict which catalyst facilitates the given reaction. (1) Reactant: [C:1]1([S:7]([C:10]2[CH:18]=[CH:17][CH:16]=[C:15]3[C:11]=2[CH2:12][CH2:13][C:14]3=[O:19])(=[O:9])=[O:8])[CH:6]=[CH:5][CH:4]=[CH:3][CH:2]=1.C(O)=O.C(N(CC)CC)C.O. Product: [C:1]1([S:7]([C:10]2[CH:18]=[CH:17][CH:16]=[C:15]3[C:11]=2[CH2:12][CH2:13][C@@H:14]3[OH:19])(=[O:9])=[O:8])[CH:2]=[CH:3][CH:4]=[CH:5][CH:6]=1. The catalyst class is: 2. (2) Reactant: [OH:1][C:2]1[CH:7]=[CH:6][C:5]([CH2:8][CH2:9][C:10]([O:12][CH2:13][CH3:14])=[O:11])=[C:4]([O:15][C:16]2[CH:21]=[CH:20][C:19]([C:22]([F:25])([F:24])[F:23])=[CH:18][N:17]=2)[CH:3]=1.I[CH:27]([CH3:29])[CH3:28].C(=O)([O-])[O-].[K+].[K+].O. Product: [CH:27]([O:1][C:2]1[CH:7]=[CH:6][C:5]([CH2:8][CH2:9][C:10]([O:12][CH2:13][CH3:14])=[O:11])=[C:4]([O:15][C:16]2[CH:21]=[CH:20][C:19]([C:22]([F:25])([F:23])[F:24])=[CH:18][N:17]=2)[CH:3]=1)([CH3:29])[CH3:28]. The catalyst class is: 9. (3) Reactant: [Cl:1][C:2]1[CH:23]=[CH:22][C:5]([CH2:6][NH:7][C:8]([C:10]2[C:11]([OH:21])=[C:12]3[CH:18]=[C:17]([CH2:19][OH:20])[S:16][C:13]3=[N:14][CH:15]=2)=[O:9])=[CH:4][CH:3]=1.[C:24](=O)([O-])[O-].[K+].[K+].IC. Product: [Cl:1][C:2]1[CH:3]=[CH:4][C:5]([CH2:6][NH:7][C:8]([C:10]2[C:11](=[O:21])[C:12]3[CH:18]=[C:17]([CH2:19][OH:20])[S:16][C:13]=3[N:14]([CH3:24])[CH:15]=2)=[O:9])=[CH:22][CH:23]=1. The catalyst class is: 3.